This data is from Drug-target binding data from BindingDB using Ki measurements. The task is: Regression. Given a target protein amino acid sequence and a drug SMILES string, predict the binding affinity score between them. We predict pKi (pKi = -log10(Ki in M); higher means stronger inhibition). Dataset: bindingdb_ki. (1) The drug is S=C(NC1CCCCC1)N1CCC(c2cnc[nH]2)CC1. The target protein (O35899) has sequence METTALNSQKAPSVCKDREDCQENSILQKSGPTSAGGVESGQIFNGYSSVPSTGMGDDAEHSVPTATTTLVAEVHHGERETWGKKVDFLLSVIGYAVDLGNIWRFPYVCYQNGGGAFLLPYIIMAIFGGIPLFYMELALGQYHRNGCISIWRKICPIFKGIGYTICIIAFYIASYYNTIIAWALYYLISSFTDRLPWTSCRNSWNTANCTNYFSEDNITWTLHSTSPAEEFYIRHILQIHRSKGLQDVGGVSWQLTLCIMLIFTIIYFSIWKGVKTSGKVVWVTATFPYIVLSVLLVRGATLPGAWKGVLFYLKPNWQKLLETGVWIDAAAQIFFSLGPGFGVLLAFASYNKFNNNCYQDALVTSAVNCMTSFVSGFVIFTVLGYMAEMRSEDVSEVAKDAGPSLLFITYAEAIANMPASTFFAIIFFLMLITLGLDSTFAGLEGVITAVLDEFPHIWAKHREWFVLAVVITCFFGSLTTLTFGGAYVVKLLEEYATGPA.... The pKi is 5.0. (2) The small molecule is CCS(=O)(=O)N1CCN(C(=O)C(Cc2cccc(C(=N)N)c2)NS(=O)(=O)c2ccc3ccccc3c2)CC1. The target protein (P00743) has sequence MAGLLHLVLLSTALGGLLRPAGSVFLPRDQAHRVLQRARRANSFLEEVKQGNLERECLEEACSLEEAREVFEDAEQTDEFWSKYKDGDQCEGHPCLNQGHCKDGIGDYTCTCAEGFEGKNCEFSTREICSLDNGGCDQFCREERSEVRCSCAHGYVLGDDSKSCVSTERFPCGKFTQGRSRRWAIHTSEDALDASELEHYDPADLSPTESSLDLLGLNRTEPSAGEDGSQVVRIVGGRDCAEGECPWQALLVNEENEGFCGGTILNEFYVLTAAHCLHQAKRFTVRVGDRNTEQEEGNEMAHEVEMTVKHSRFVKETYDFDIAVLRLKTPIRFRRNVAPACLPEKDWAEATLMTQKTGIVSGFGRTHEKGRLSSTLKMLEVPYVDRSTCKLSSSFTITPNMFCAGYDTQPEDACQGDSGGPHVTRFKDTYFVTGIVSWGEGCARKGKFGVYTKVSNFLKWIDKIMKARAGAAGSRGHSEAPATWTVPPPLPL. The pKi is 4.6. (3) The small molecule is CCCNc1nc2c(N)ncnc2n1C1O[C@H](COP(=O)(O)OP(=O)(O)O)[C@@H](O)[C@H]1O. The target protein (P11980) has sequence MPKPDSEAGTAFIQTQQLHAAMADTFLEHMCRLDIDSAPITARNTGIICTIGPASRSVEMLKEMIKSGMNVARLNFSHGTHEYHAETIKNVRAATESFASDPILYRPVAVALDTKGPEIRTGLIKGSGTAEVELKKGATLKITLDNAYMEKCDENILWLDYKNICKVVEVGSKIYVDDGLISLQVKEKGADYLVTEVENGGSLGSKKGVNLPGAAVDLPAVSEKDIQDLKFGVEQDVDMVFASFIRKAADVHEVRKVLGEKGKNIKIISKIENHEGVRRFDEILEASDGIMVARGDLGIEIPAEKVFLAQKMMIGRCNRAGKPVICATQMLESMIKKPRPTRAEGSDVANAVLDGADCIMLSGETAKGDYPLEAVRMQHLIAREAEAAVFHRLLFEELARASSQSTDPLEAMAMGSVEASYKCLAAALIVLTESGRSAHQVARYRPRAPIIAVTRNPQTARQAHLYRGIFPVLCKDAVLDAWAEDVDLRVNLAMNVGKAR.... The pKi is 3.0.